Dataset: HIV replication inhibition screening data with 41,000+ compounds from the AIDS Antiviral Screen. Task: Binary Classification. Given a drug SMILES string, predict its activity (active/inactive) in a high-throughput screening assay against a specified biological target. (1) The compound is COc1ccc(N2C(=O)CC(=O)N(C(=O)CCCCCCCCC(=O)N3C(=O)CC(=O)N(c4ccc(OC)cc4)C3=S)C2=S)cc1. The result is 0 (inactive). (2) The drug is Nc1c(-c2ccccc2)c2ccc([N+](=O)[O-])cc2c(=O)n1-c1cccc(C(=O)O)c1. The result is 0 (inactive). (3) The drug is O=c1[nH]nc(Cc2ccc([N+](=O)[O-])cc2)n1CCO. The result is 0 (inactive). (4) The compound is OCC1CCC(n2nnc3c(O)nncc32)O1. The result is 0 (inactive). (5) The molecule is CCOC(=O)C(=Cc1ccco1)C(C)=O. The result is 0 (inactive). (6) The molecule is CC1(C)Oc2cc(OCc3ccccc3)ccc2C2Oc3cc(OCc4ccccc4)c(O)cc3C21. The result is 0 (inactive). (7) The drug is C(=Nc1cnc2ccccc2c1)c1cccnc1. The result is 0 (inactive). (8) The molecule is Cc1nc2ccc(N)cc2nc1O. The result is 0 (inactive). (9) The molecule is Clc1ccc([S+](c2ccc(Cl)cc2)C(Cl)(Cl)C(Cl)(Cl)Cl)cc1. The result is 0 (inactive). (10) The molecule is CS(=O)(=O)CSCSSCS(C)(=O)=O. The result is 0 (inactive).